This data is from Forward reaction prediction with 1.9M reactions from USPTO patents (1976-2016). The task is: Predict the product of the given reaction. (1) Given the reactants Cl[C:2]1[C:11]2[C:6](=[CH:7][C:8]([O:14][CH2:15][CH2:16][CH2:17][S:18]([CH3:21])(=[O:20])=[O:19])=[C:9]([O:12][CH3:13])[CH:10]=2)[N:5]=[CH:4][N:3]=1.[OH:22][C:23]1[CH:31]=[C:30]2[C:26]([CH:27]=[CH:28][NH:29]2)=[CH:25][CH:24]=1.C(=O)([O-])[O-].[K+].[K+].O, predict the reaction product. The product is: [NH:29]1[C:30]2[C:26](=[CH:25][CH:24]=[C:23]([O:22][C:2]3[C:11]4[C:6](=[CH:7][C:8]([O:14][CH2:15][CH2:16][CH2:17][S:18]([CH3:21])(=[O:20])=[O:19])=[C:9]([O:12][CH3:13])[CH:10]=4)[N:5]=[CH:4][N:3]=3)[CH:31]=2)[CH:27]=[CH:28]1. (2) Given the reactants [CH:1]1([S:4]([NH:7][C:8]([C@@:10]23[CH2:25][C@H:24]2[CH:23]=[CH:22][CH2:21][CH2:20][CH2:19][CH2:18][CH2:17][C@H:16]([NH:26]C(=O)OC(C)(C)C)[C:15](=[O:34])[N:14]2[CH2:35][C@H:36]([O:38][C:39]4[C:48]5[C:43](=[C:44]([CH3:51])[C:45]([O:49][CH3:50])=[CH:46][CH:47]=5)[N:42]=[C:41]([C:52]5[S:53][CH:54]=[C:55]([CH:57]6[CH2:59][CH2:58]6)[N:56]=5)[CH:40]=4)[CH2:37][C@H:13]2[C:12](=[O:60])[NH:11]3)=[O:9])(=[O:6])=[O:5])[CH2:3][CH2:2]1.Cl.O1CCOCC1, predict the reaction product. The product is: [NH2:26][C@@H:16]1[C:15](=[O:34])[N:14]2[CH2:35][C@H:36]([O:38][C:39]3[C:48]4[C:43](=[C:44]([CH3:51])[C:45]([O:49][CH3:50])=[CH:46][CH:47]=4)[N:42]=[C:41]([C:52]4[S:53][CH:54]=[C:55]([CH:57]5[CH2:58][CH2:59]5)[N:56]=4)[CH:40]=3)[CH2:37][C@H:13]2[C:12](=[O:60])[NH:11][C@:10]2([C:8]([NH:7][S:4]([CH:1]3[CH2:3][CH2:2]3)(=[O:5])=[O:6])=[O:9])[CH2:25][C@H:24]2[CH:23]=[CH:22][CH2:21][CH2:20][CH2:19][CH2:18][CH2:17]1. (3) Given the reactants [C:1]([C:4]1[C:5]([NH2:11])=[C:6]([NH2:10])[CH:7]=[CH:8][CH:9]=1)([OH:3])=[O:2].[CH3:12][C:13]1[C:14]([N:18]=[C:19]=[S:20])=[CH:15][S:16][CH:17]=1.C(Cl)Cl.CO, predict the reaction product. The product is: [NH2:11][C:5]1[C:4]([C:1]([OH:3])=[O:2])=[CH:9][CH:8]=[CH:7][C:6]=1[NH:10][C:19]([NH:18][C:14]1[C:13]([CH3:12])=[CH:17][S:16][CH:15]=1)=[S:20]. (4) Given the reactants [Cl:1][C:2]1[N:7]=[N:6][C:5]([NH2:8])=[CH:4][CH:3]=1.Br[CH2:10][C:11]([C:13]1[CH:18]=[CH:17][C:16]([CH3:19])=[C:15]([N+:20]([O-:22])=[O:21])[CH:14]=1)=O, predict the reaction product. The product is: [Cl:1][C:2]1[CH:3]=[CH:4][C:5]2=[N:8][C:11]([C:13]3[CH:18]=[CH:17][C:16]([CH3:19])=[C:15]([N+:20]([O-:22])=[O:21])[CH:14]=3)=[CH:10][N:6]2[N:7]=1.